This data is from Full USPTO retrosynthesis dataset with 1.9M reactions from patents (1976-2016). The task is: Predict the reactants needed to synthesize the given product. (1) Given the product [O:1]1[C:5]2[CH:6]=[CH:7][CH:8]=[CH:9][C:4]=2[C:3]([CH2:10][CH2:11][O:12][S:21]([CH3:20])(=[O:23])=[O:22])=[N:2]1, predict the reactants needed to synthesize it. The reactants are: [O:1]1[C:5]2[CH:6]=[CH:7][CH:8]=[CH:9][C:4]=2[C:3]([CH2:10][CH2:11][OH:12])=[N:2]1.C(N(CC)CC)C.[CH3:20][S:21](Cl)(=[O:23])=[O:22]. (2) Given the product [CH3:1][C:2]1[C:3]([C:28]2[CH:29]=[CH:30][C:31]([O:34][CH3:35])=[CH:32][CH:33]=2)=[C:4]([O:14][C:15]2[CH:16]=[CH:17][C:18](/[CH:21]=[CH:22]/[C:23]([OH:25])=[O:24])=[CH:19][CH:20]=2)[C:5]2[C:10]([CH:11]=1)=[CH:9][CH:8]=[C:7]([O:12][CH3:13])[CH:6]=2, predict the reactants needed to synthesize it. The reactants are: [CH3:1][C:2]1[C:3]([C:28]2[CH:33]=[CH:32][C:31]([O:34][CH3:35])=[CH:30][CH:29]=2)=[C:4]([O:14][C:15]2[CH:20]=[CH:19][C:18](/[CH:21]=[CH:22]/[C:23]([O:25]CC)=[O:24])=[CH:17][CH:16]=2)[C:5]2[C:10]([CH:11]=1)=[CH:9][CH:8]=[C:7]([O:12][CH3:13])[CH:6]=2. (3) Given the product [C:1]([O:5][C:6](=[O:17])[NH:7][C@H:8]([C:13]1[O:14][C:24]([NH2:23])=[N:16][N:15]=1)[C:9]([CH3:10])([CH3:11])[CH3:12])([CH3:2])([CH3:3])[CH3:4], predict the reactants needed to synthesize it. The reactants are: [C:1]([O:5][C:6](=[O:17])[NH:7][C@H:8]([C:13]([NH:15][NH2:16])=[O:14])[C:9]([CH3:12])([CH3:11])[CH3:10])([CH3:4])([CH3:3])[CH3:2].C([O-])(O)=O.[Na+].[N:23]#[C:24]Br.C(OCC)(=O)C. (4) Given the product [CH2:21]([O:20][CH2:19][N:11]1[C:12]2[CH:13]=[N:14][NH:15][C:16](=[O:18])[C:17]=2[C:9]([C:6]([OH:8])([CH3:2])[CH3:7])=[CH:10]1)[C:22]1[CH:27]=[CH:26][CH:25]=[CH:24][CH:23]=1, predict the reactants needed to synthesize it. The reactants are: O1CCC[CH2:2]1.[C:6]([C:9]1[C:17]2[C:16](=[O:18])[NH:15][N:14]=[CH:13][C:12]=2[N:11]([CH2:19][O:20][CH2:21][C:22]2[CH:27]=[CH:26][CH:25]=[CH:24][CH:23]=2)[CH:10]=1)(=[O:8])[CH3:7].C[Mg]Br.[Cl-].[NH4+]. (5) Given the product [F:1][C:2]1[C:7]([F:8])=[C:6]([O:9][CH3:10])[CH:5]=[CH:4][C:3]=1[CH:11]1[CH2:13][CH:12]1[CH2:14][C:15]([OH:17])=[O:16], predict the reactants needed to synthesize it. The reactants are: [F:1][C:2]1[C:7]([F:8])=[C:6]([O:9][CH3:10])[CH:5]=[CH:4][C:3]=1[CH:11]1[CH2:13][CH:12]1[CH2:14][CH:15]=[O:16].[OH-:17].[Na+]. (6) Given the product [CH3:39][C@@H:40]([C@@H:69]1[C@@:73]2([CH3:90])[C@@H:74]([OH:89])[CH2:75][C@@H:76]3[C@@:81]4([CH3:87])[CH2:82][CH2:83][C@@H:84]([OH:86])[CH2:85][C@H:80]4[CH2:79][C@@H:78]([OH:88])[C@@:77]3([CH3:1])[C@@H:72]2[CH2:71][CH2:70]1)[CH2:41][CH2:42][C:43]([O-:45])=[O:44].[Na+:18], predict the reactants needed to synthesize it. The reactants are: [CH3:1]CCCCCCCCCCCOS([O-])(=O)=O.[Na+:18].CCCCCCCCOC1O[C@H](CO)[C@@H](O)[C@H](O)[C@H]1O.[CH3:39][C@@H:40]([C@@H:69]1[C@@:73]2([CH3:90])[C@@H:74]([OH:89])[CH2:75][C@@H:76]3[C@@:81]4([CH3:87])[CH2:82][CH2:83][C@@H:84]([OH:86])[CH2:85][C@H:80]4[CH2:79][C@@H:78]([OH:88])[C@H:77]3[C@@H:72]2[CH2:71][CH2:70]1)[CH2:41][CH2:42][C:43]([O:45]C(O)[C@H]1O[C@H](O[C@]2(CO)O[C@H](CO)[C@@H](O)[C@@H]2O)[C@H](O)[C@@H](O)[C@@H]1O)=[O:44].CCCCCCCCCC(OC[C@H]1O[C@H](O[C@]2(CO)O[C@H](CO)[C@@H](O)[C@@H]2O)[C@H](O)[C@@H](O)[C@@H]1O)=O.CCCCCCCCCCCC(OC[C@H]1O[C@H](O[C@]2(CO)O[C@H](CO)[C@@H](O)[C@@H]2O)[C@H](O)[C@@H](O)[C@@H]1O)=O. (7) Given the product [OH:1][NH:2][C:3](=[O:24])[C@@:4]([OH:23])([CH3:22])[CH2:5][S:6]([C:9]1[CH:10]=[CH:11][C:12]([O:15][C:16]2[CH:17]=[CH:18][CH:19]=[CH:20][CH:21]=2)=[CH:13][CH:14]=1)(=[O:7])=[O:8], predict the reactants needed to synthesize it. The reactants are: [OH:1][NH:2][C:3](=[O:24])[C:4]([OH:23])([CH3:22])[CH2:5][S:6]([C:9]1[CH:14]=[CH:13][C:12]([O:15][C:16]2[CH:21]=[CH:20][CH:19]=[CH:18][CH:17]=2)=[CH:11][CH:10]=1)(=[O:8])=[O:7].C(O)(C)C. (8) Given the product [Br:3][C:4]1[CH:5]=[C:6]([CH:9]=[CH:10][CH:11]=1)[CH2:7][N:12]1[C:18](=[O:19])[CH2:17][CH2:16][CH2:15][C:14]2[CH:20]=[CH:21][CH:22]=[CH:23][C:13]1=2, predict the reactants needed to synthesize it. The reactants are: [H-].[Na+].[Br:3][C:4]1[CH:5]=[C:6]([CH:9]=[CH:10][CH:11]=1)[CH2:7]Br.[NH:12]1[C:18](=[O:19])[CH2:17][CH2:16][CH2:15][C:14]2[CH:20]=[CH:21][CH:22]=[CH:23][C:13]1=2. (9) Given the product [N+:1]([C:4]1[CH:13]=[CH:12][C:7]2[N:8]([CH2:15][CH3:16])[C:9](=[O:11])[S:10][C:6]=2[CH:5]=1)([O-:3])=[O:2], predict the reactants needed to synthesize it. The reactants are: [N+:1]([C:4]1[CH:13]=[CH:12][C:7]2[NH:8][C:9](=[O:11])[S:10][C:6]=2[CH:5]=1)([O-:3])=[O:2].N12CCCN=C1CCC[CH2:16][CH2:15]2.ICC.